From a dataset of Catalyst prediction with 721,799 reactions and 888 catalyst types from USPTO. Predict which catalyst facilitates the given reaction. Product: [NH2:23][C:24]1[C:29]([C:30]#[N:31])=[CH:28][CH:27]=[C:26]([NH:32][CH2:33][CH2:34][NH:35][C:2]2[C:7]3=[N:8][N:9]=[CH:10][N:6]3[N:5]=[C:4]([C:11]3[CH:16]=[CH:15][C:14]([C:17]([F:20])([F:19])[F:18])=[CH:13][CH:12]=3)[N:3]=2)[N:25]=1. The catalyst class is: 16. Reactant: Cl[C:2]1[C:7]2=[N:8][N:9]=[CH:10][N:6]2[N:5]=[C:4]([C:11]2[CH:16]=[CH:15][C:14]([C:17]([F:20])([F:19])[F:18])=[CH:13][CH:12]=2)[N:3]=1.Cl.Cl.[NH2:23][C:24]1[C:29]([C:30]#[N:31])=[CH:28][CH:27]=[C:26]([NH:32][CH2:33][CH2:34][NH2:35])[N:25]=1.C(N(CC)C(C)C)(C)C.